Dataset: Reaction yield outcomes from USPTO patents with 853,638 reactions. Task: Predict the reaction yield, written as a fraction of the theoretical maximum amount of product (1.0 means a 100% yield; for example, 0.34 means a 34% yield). The reactants are [CH2:1]([O:3][C:4]([N:6]1[C:15]2[C:10](=[CH:11][C:12]([C:16]([F:19])([F:18])[F:17])=[CH:13][CH:14]=2)[C@@H:9]([NH:20][C:21]([O:23][CH3:24])=[O:22])[CH2:8][C@H:7]1[CH2:25][CH3:26])=[O:5])[CH3:2].CC(C)([O-])C.[K+].[F:33][C:34]([F:48])([F:47])[C:35]1[CH:36]=[C:37]([CH:40]=[C:41]([C:43]([F:46])([F:45])[F:44])[CH:42]=1)[CH2:38]Br.N12CCN(CC1)CC2.Cl. The catalyst is CC(C)([O-])C.[K+].C(O)C.C(Cl)Cl. The product is [CH2:1]([O:3][C:4]([N:6]1[C:15]2[C:10](=[CH:11][C:12]([C:16]([F:18])([F:17])[F:19])=[CH:13][CH:14]=2)[C@@H:9]([N:20]([CH2:38][C:37]2[CH:40]=[C:41]([C:43]([F:45])([F:46])[F:44])[CH:42]=[C:35]([C:34]([F:33])([F:47])[F:48])[CH:36]=2)[C:21]([O:23][CH3:24])=[O:22])[CH2:8][C@H:7]1[CH2:25][CH3:26])=[O:5])[CH3:2]. The yield is 0.550.